This data is from Catalyst prediction with 721,799 reactions and 888 catalyst types from USPTO. The task is: Predict which catalyst facilitates the given reaction. (1) Reactant: [CH2:1]([O:8][C:9]1[CH:10]=[C:11]([CH:15]=[C:16]([O:18][CH:19]([CH3:21])[CH3:20])[CH:17]=1)[C:12]([OH:14])=O)[C:2]1[CH:7]=[CH:6][CH:5]=[CH:4][CH:3]=1.[NH2:22][C:23]1[C:28]([NH2:29])=[CH:27][CH:26]=[CH:25][N:24]=1. Product: [NH2:22][C:23]1[C:28]([NH:29][C:12](=[O:14])[C:11]2[CH:15]=[C:16]([O:18][CH:19]([CH3:21])[CH3:20])[CH:17]=[C:9]([O:8][CH2:1][C:2]3[CH:3]=[CH:4][CH:5]=[CH:6][CH:7]=3)[CH:10]=2)=[CH:27][CH:26]=[CH:25][N:24]=1. The catalyst class is: 239. (2) The catalyst class is: 9. Reactant: [H-].[Na+].[CH2:3]([O:5][C:6]([C:8]1[CH:9]=[N:10][NH:11][C:12]=1[NH2:13])=[O:7])[CH3:4].[O:14]1[CH2:19][CH2:18][CH2:17][C:16]([CH:20]=O)=[CH:15]1. Product: [CH2:3]([O:5][C:6]([C:8]1[CH:9]=[N:10][N:11]2[CH:20]=[C:16]([CH2:17][CH2:18][CH2:19][OH:14])[CH:15]=[N:13][C:12]=12)=[O:7])[CH3:4]. (3) Reactant: [NH2:1][C:2]1[CH:11]=[CH:10][C:9]([I:12])=[CH:8][C:3]=1[C:4]([O:6][CH3:7])=[O:5].C(N(C(C)C)CC)(C)C.[F:22][C:23]([F:34])([F:33])[C:24]1[CH:32]=[CH:31][C:27]([C:28](Cl)=[O:29])=[CH:26][CH:25]=1. Product: [I:12][C:9]1[CH:10]=[CH:11][C:2]([NH:1][C:28](=[O:29])[C:27]2[CH:31]=[CH:32][C:24]([C:23]([F:22])([F:33])[F:34])=[CH:25][CH:26]=2)=[C:3]([CH:8]=1)[C:4]([O:6][CH3:7])=[O:5]. The catalyst class is: 1. (4) Reactant: Br[C:2]1[CH:7]=[CH:6][C:5]([OH:8])=[CH:4][CH:3]=1.[NH:9]1[C:17]2[C:12](=[CH:13][CH:14]=[CH:15][CH:16]=2)[CH:11]=[N:10]1.P([O-])([O-])([O-])=O.[K+].[K+].[K+]. Product: [N:9]1[N:10]([C:2]2[CH:7]=[CH:6][C:5]([OH:8])=[CH:4][CH:3]=2)[CH:11]=[C:12]2[C:17]=1[CH:16]=[CH:15][CH:14]=[CH:13]2. The catalyst class is: 509. (5) Reactant: [CH3:1][C:2]1([NH:8][C:9](=[O:18])[O:10][CH2:11][C:12]2[CH:17]=[CH:16][CH:15]=[CH:14][CH:13]=2)[CH2:7][CH2:6][NH:5][CH2:4][CH2:3]1.Br[CH2:20][C:21]([O:23][CH2:24][CH3:25])=[O:22].C([O-])([O-])=O.[K+].[K+].O. Product: [CH2:11]([O:10][C:9]([NH:8][C:2]1([CH3:1])[CH2:3][CH2:4][N:5]([CH2:20][C:21]([O:23][CH2:24][CH3:25])=[O:22])[CH2:6][CH2:7]1)=[O:18])[C:12]1[CH:17]=[CH:16][CH:15]=[CH:14][CH:13]=1. The catalyst class is: 3. (6) Reactant: [C:1]([CH:3]1[CH2:9][CH2:8][CH2:7][N:6]2[CH:10]=[C:11]([C:13]([O:15][CH2:16][CH3:17])=[O:14])[CH:12]=[C:5]2[C:4]1=O)#[N:2].O.[NH2:20][NH2:21].C(O)(=O)C. Product: [NH2:2][C:1]1[C:3]2[CH2:9][CH2:8][CH2:7][N:6]3[CH:10]=[C:11]([C:13]([O:15][CH2:16][CH3:17])=[O:14])[CH:12]=[C:5]3[C:4]=2[NH:21][N:20]=1. The catalyst class is: 8. (7) Reactant: [N:1]1([C:5]([C:7]2[C:8]([CH3:14])=[N:9][CH:10]=[C:11](Br)[CH:12]=2)=[O:6])[CH2:4][CH2:3][CH2:2]1.[B:15]1(B2OC(C)(C)C(C)(C)O2)[O:19]C(C)(C)C(C)(C)[O:16]1.C([O-])(=O)C.[K+]. Product: [N:1]1([C:5]([C:7]2[CH:12]=[C:11]([B:15]([OH:19])[OH:16])[CH:10]=[N:9][C:8]=2[CH3:14])=[O:6])[CH2:4][CH2:3][CH2:2]1. The catalyst class is: 294.